This data is from Catalyst prediction with 721,799 reactions and 888 catalyst types from USPTO. The task is: Predict which catalyst facilitates the given reaction. (1) Reactant: [CH3:1][O:2][C:3]1[CH:4]=[C:5]2[C:10](=[CH:11][CH:12]=1)[C:9]([CH2:13][C:14]1[CH:19]=[CH:18][C:17]([O:20][CH2:21][CH2:22][N:23]3[CH2:28][CH2:27][CH2:26][CH2:25][CH2:24]3)=[CH:16][CH:15]=1)=[C:8]([OH:29])[CH:7]=[CH:6]2.[N-]([S:31]([C:34]([F:37])([F:36])[F:35])(=[O:33])=[O:32])[S:31]([C:34]([F:37])([F:36])[F:35])(=[O:33])=[O:32].C(N(CC)CC)C. Product: [CH3:1][O:2][C:3]1[CH:4]=[C:5]2[C:10](=[CH:11][CH:12]=1)[C:9]([CH2:13][C:14]1[CH:19]=[CH:18][C:17]([O:20][CH2:21][CH2:22][N:23]3[CH2:24][CH2:25][CH2:26][CH2:27][CH2:28]3)=[CH:16][CH:15]=1)=[C:8]([O:29][S:31]([C:34]([F:37])([F:36])[F:35])(=[O:33])=[O:32])[CH:7]=[CH:6]2. The catalyst class is: 68. (2) Reactant: [F:1][CH:2]([F:6])[C:3](O)=[O:4].CCN(CC)CC.[NH2:14][C@H:15]([C:26](=[O:41])[NH:27][C:28]1[CH:33]=[CH:32][C:31]([N:34]2[CH2:39][CH2:38][O:37][CH2:36][C:35]2=[O:40])=[CH:30][CH:29]=1)[CH2:16][NH:17][C:18]([C:20]1[S:21][C:22]([Cl:25])=[CH:23][CH:24]=1)=[O:19]. Product: [F:1][CH:2]([F:6])[C:3]([NH:14][C@H:15]([C:26](=[O:41])[NH:27][C:28]1[CH:29]=[CH:30][C:31]([N:34]2[CH2:39][CH2:38][O:37][CH2:36][C:35]2=[O:40])=[CH:32][CH:33]=1)[CH2:16][NH:17][C:18]([C:20]1[S:21][C:22]([Cl:25])=[CH:23][CH:24]=1)=[O:19])=[O:4]. The catalyst class is: 735. (3) Reactant: Cl.F[C:3]1C=C(C=CC=1)CN1C=C(C2C3C(=NC=C(C4C=CC(C5CCNCC5)=CC=4)C=3)N(S(C3C=CC(C)=CC=3)(=O)=O)C=2)C=N1.[F:46][C:47]1[CH:48]=[C:49]([C:59]2[CH:60]=[C:61]3[C:67]([C:68]4[CH:69]=[N:70][N:71]([CH2:73][C:74]5[CH:79]=[CH:78][CH:77]=[C:76]([F:80])[CH:75]=5)[CH:72]=4)=[CH:66][N:65]([S:81]([C:84]4[CH:90]=[CH:89][C:87]([CH3:88])=[CH:86][CH:85]=4)(=[O:83])=[O:82])[C:62]3=[N:63][CH:64]=2)[CH:50]=[CH:51][C:52]=1[CH:53]1[CH2:58][CH2:57][NH:56][CH2:55][CH2:54]1.[OH-].[Li+]. Product: [F:46][C:47]1[CH:48]=[C:49]([C:59]2[CH:60]=[C:61]3[C:67]([C:68]4[CH:69]=[N:70][N:71]([CH2:73][C:74]5[CH:79]=[CH:78][CH:77]=[C:76]([F:80])[CH:75]=5)[CH:72]=4)=[CH:66][N:65]([S:81]([C:84]4[CH:85]=[CH:86][C:87]([CH3:88])=[CH:89][CH:90]=4)(=[O:83])=[O:82])[C:62]3=[N:63][CH:64]=2)[CH:50]=[CH:51][C:52]=1[CH:53]1[CH2:54][CH2:55][N:56]([CH3:3])[CH2:57][CH2:58]1. The catalyst class is: 87. (4) Reactant: Br[C:2]1[CH:10]=[CH:9][CH:8]=[C:7]2[C:3]=1[CH2:4][N:5]([CH2:12][CH:13]=[CH:14][B:15]1[O:19][C:18]([CH3:21])([CH3:20])[C:17]([CH3:23])([CH3:22])[O:16]1)[C:6]2=[O:11].C([Sn](CCCC)(CCCC)[C:29]1[O:30][CH:31]=[CH:32][N:33]=1)CCC. Product: [O:30]1[CH:31]=[CH:32][N:33]=[C:29]1[C:2]1[CH:10]=[CH:9][CH:8]=[C:7]2[C:3]=1[CH2:4][N:5]([CH2:12][CH:13]=[CH:14][B:15]1[O:19][C:18]([CH3:21])([CH3:20])[C:17]([CH3:23])([CH3:22])[O:16]1)[C:6]2=[O:11]. The catalyst class is: 3. (5) Reactant: [Br:1][C:2]1[CH:9]=[CH:8][C:5]([CH:6]=[O:7])=[CH:4][CH:3]=1.[C:10]([O:14][CH3:15])(=[O:13])[CH:11]=[CH2:12].C1N2CCN(CC2)C1. The catalyst class is: 5. Product: [Br:1][C:2]1[CH:9]=[CH:8][C:5]([CH:6]([OH:7])[C:11](=[CH2:12])[C:10]([O:14][CH3:15])=[O:13])=[CH:4][CH:3]=1.